This data is from Forward reaction prediction with 1.9M reactions from USPTO patents (1976-2016). The task is: Predict the product of the given reaction. (1) Given the reactants [CH3:1][C:2]1[N:7]=[C:6]([N:8]2[CH:13]=[CH:12][CH:11]=[C:10]([C:14]([OH:16])=O)[C:9]2=[O:17])[CH:5]=[CH:4][CH:3]=1.[Cl:18][C:19]1[CH:26]=[CH:25][C:22]([CH2:23][NH2:24])=[CH:21][CH:20]=1, predict the reaction product. The product is: [Cl:18][C:19]1[CH:26]=[CH:25][C:22]([CH2:23][NH:24][C:14]([C:10]2[C:9](=[O:17])[N:8]([C:6]3[CH:5]=[CH:4][CH:3]=[C:2]([CH3:1])[N:7]=3)[CH:13]=[CH:12][CH:11]=2)=[O:16])=[CH:21][CH:20]=1. (2) Given the reactants Br[C:2]1[N:6]([CH2:7][C:8]2[CH:13]=[CH:12][C:11]([O:14][CH3:15])=[CH:10][CH:9]=2)[N:5]=[CH:4][N:3]=1.CC([O-])(C)C.[Na+].[NH2:22][C:23]1[CH:30]=[C:29]([Cl:31])[C:26]([C:27]#[N:28])=[C:25]([Cl:32])[CH:24]=1, predict the reaction product. The product is: [Cl:31][C:29]1[CH:30]=[C:23]([NH:22][C:2]2[N:6]([CH2:7][C:8]3[CH:13]=[CH:12][C:11]([O:14][CH3:15])=[CH:10][CH:9]=3)[N:5]=[CH:4][N:3]=2)[CH:24]=[C:25]([Cl:32])[C:26]=1[C:27]#[N:28]. (3) Given the reactants Br[C:2]1[CH:7]=[CH:6][C:5]([CH:8]([CH3:27])[C:9]([C:15]2[CH:16]=[CH:17][C:18]3[O:23][CH2:22][C:21](=[O:24])[N:20]([CH3:25])[C:19]=3[CH:26]=2)([OH:14])[C:10]([F:13])([F:12])[F:11])=[C:4]([Cl:28])[CH:3]=1.[C:29]([C:31]1[CH:32]=[CH:33][C:34]([F:40])=[C:35](B(O)O)[CH:36]=1)#[N:30], predict the reaction product. The product is: [Cl:28][C:4]1[CH:3]=[C:2]([C:33]2[C:34]([F:40])=[CH:35][CH:36]=[C:31]([C:29]#[N:30])[CH:32]=2)[CH:7]=[CH:6][C:5]=1[CH:8]([CH3:27])[C:9]([OH:14])([C:15]1[CH:16]=[CH:17][C:18]2[O:23][CH2:22][C:21](=[O:24])[N:20]([CH3:25])[C:19]=2[CH:26]=1)[C:10]([F:13])([F:12])[F:11]. (4) Given the reactants [F:1][C:2]1[CH:10]=[CH:9][C:8]2[NH:7][C:6]3[CH:11]4[CH2:17][CH2:16][N:14]([CH2:15][C:5]=3[C:4]=2[CH:3]=1)[CH2:13][CH2:12]4.Br[C:19]1[CH:20]=[C:21]2[C:26](=[CH:27][CH:28]=1)[N:25]=[C:24]([CH3:29])[CH:23]=[CH:22]2, predict the reaction product. The product is: [F:1][C:2]1[CH:10]=[CH:9][C:8]2[N:7]([C:19]3[CH:20]=[C:21]4[C:26](=[CH:27][CH:28]=3)[N:25]=[C:24]([CH3:29])[CH:23]=[CH:22]4)[C:6]3[CH:11]4[CH2:12][CH2:13][N:14]([CH2:15][C:5]=3[C:4]=2[CH:3]=1)[CH2:16][CH2:17]4. (5) The product is: [F:2][C:3]1[C:12]([F:13])=[C:11]2[C:6]([CH2:7][CH2:8][CH2:9][O:10]2)=[C:5]([I:14])[C:4]=1[OH:15]. Given the reactants Cl.[F:2][C:3]1[C:12]([F:13])=[C:11]2[C:6]([CH2:7][CH2:8][CH2:9][O:10]2)=[C:5]([I:14])[C:4]=1[O:15]COC, predict the reaction product.